Dataset: Reaction yield outcomes from USPTO patents with 853,638 reactions. Task: Predict the reaction yield, written as a fraction of the theoretical maximum amount of product (1.0 means a 100% yield; for example, 0.34 means a 34% yield). (1) The product is [Br:1][C:2]1[C:3]([N:21]2[CH2:26][CH2:25][CH2:24][C@@H:23]([NH:27][C:28](=[O:34])[O:29][C:30]([CH3:32])([CH3:31])[CH3:33])[CH2:22]2)=[C:4]2[C:10]([NH:11][C:12]([C:14]3[CH:19]=[N:18][CH:17]=[CH:16][N:15]=3)=[O:13])=[CH:9][NH:8][C:5]2=[N:6][CH:7]=1. The reactants are [Br:1][C:2]1[C:3](F)=[C:4]2[C:10]([NH:11][C:12]([C:14]3[CH:19]=[N:18][CH:17]=[CH:16][N:15]=3)=[O:13])=[CH:9][NH:8][C:5]2=[N:6][CH:7]=1.[NH:21]1[CH2:26][CH2:25][CH2:24][C@@H:23]([NH:27][C:28](=[O:34])[O:29][C:30]([CH3:33])([CH3:32])[CH3:31])[CH2:22]1. The catalyst is CCCCO. The yield is 0.380. (2) The reactants are [Br:1]N1C(=O)CCC1=O.C1(P(C2C=CC=CC=2)C2C=CC=CC=2)C=CC=CC=1.[CH3:28][Si:29]([CH3:37])([CH3:36])[C:30]#[C:31]/[CH:32]=[CH:33]/[CH2:34]O. The catalyst is ClCCl. The product is [Br:1][CH2:34][CH:33]=[CH:32][C:31]#[C:30][Si:29]([CH3:37])([CH3:36])[CH3:28]. The yield is 0.890. (3) The reactants are [CH:1]1([N:4]2[C:13]3[C:8](=[CH:9][C:10]([F:24])=[C:11]([C:14]4[S:15][C:16]5[CH2:22][CH2:21][CH2:20][C:19](=[O:23])[C:17]=5[CH:18]=4)[N:12]=3)[C:7](=[O:25])[C:6]([C:26]([O:28]CC)=[O:27])=[CH:5]2)[CH2:3][CH2:2]1.Cl. The catalyst is C(O)C. The product is [CH:1]1([N:4]2[C:13]3[C:8](=[CH:9][C:10]([F:24])=[C:11]([C:14]4[S:15][C:16]5[CH2:22][CH2:21][CH2:20][C:19](=[O:23])[C:17]=5[CH:18]=4)[N:12]=3)[C:7](=[O:25])[C:6]([C:26]([OH:28])=[O:27])=[CH:5]2)[CH2:2][CH2:3]1. The yield is 0.440.